This data is from Full USPTO retrosynthesis dataset with 1.9M reactions from patents (1976-2016). The task is: Predict the reactants needed to synthesize the given product. Given the product [BrH:42].[Br:52][C:49]1[CH:50]=[CH:51][C:46]([C:44](=[O:45])[CH2:43][N:12]2[C:8]3[CH:7]=[CH:6][CH:5]=[C:4]([Cl:3])[C:9]=3[N:10]([CH2:14][CH2:15][CH2:16][N:17]([CH3:18])[S:34]([C:28]3[CH:33]=[CH:32][CH:31]=[CH:30][CH:29]=3)(=[O:36])=[O:35])[C:11]2=[NH:13])=[CH:47][CH:48]=1, predict the reactants needed to synthesize it. The reactants are: Cl.Cl.[Cl:3][C:4]1[C:9]2[N:10]([CH2:14][CH2:15][CH2:16][NH:17][CH3:18])[C:11]([NH2:13])=[N:12][C:8]=2[CH:7]=[CH:6][CH:5]=1.C(N(C(C)C)CC)(C)C.[C:28]1([S:34](Cl)(=[O:36])=[O:35])[CH:33]=[CH:32][CH:31]=[CH:30][CH:29]=1.C(=O)([O-])[O-].[Br:42][CH2:43][C:44]([C:46]1[CH:51]=[CH:50][C:49]([Br:52])=[CH:48][CH:47]=1)=[O:45].